This data is from Catalyst prediction with 721,799 reactions and 888 catalyst types from USPTO. The task is: Predict which catalyst facilitates the given reaction. (1) Reactant: [C:1]([C:4]1[C:9]([CH3:10])=[CH:8][C:7]([NH:11]C(=O)C)=[CH:6][C:5]=1[Cl:15])(=[O:3])[CH3:2].Cl.[OH-].[Na+]. Product: [NH2:11][C:7]1[CH:8]=[C:9]([CH3:10])[C:4]([C:1](=[O:3])[CH3:2])=[C:5]([Cl:15])[CH:6]=1. The catalyst class is: 8. (2) Reactant: C[CH2:2][C:3]([O-])([CH3:5])[CH3:4].[Na+].[C:8]([O:14]C(C)(C)C)(=O)[CH2:9][C:10]([CH3:12])=[O:11].[CH2:19]([S:26]([NH:29][C:30]([CH:32]1[CH2:37][CH2:36][N:35]([C:38]2[C:48]([C:49]#[N:50])=[CH:47][C:41]([C:42]([O:44][CH2:45][CH3:46])=[O:43])=[C:40]([CH2:51]Cl)[N:39]=2)[CH2:34][CH2:33]1)=[O:31])(=[O:28])=[O:27])[C:20]1[CH:25]=[CH:24][CH:23]=[CH:22][CH:21]=1.[Na+].[I-].Cl.[CH3:56]CO. Product: [C:10]([CH:9]([C:8](=[O:14])[CH2:2][C:3]([CH3:5])([CH3:56])[CH3:4])[CH2:51][C:40]1[N:39]=[C:38]([N:35]2[CH2:36][CH2:37][CH:32]([C:30](=[O:31])[NH:29][S:26]([CH2:19][C:20]3[CH:25]=[CH:24][CH:23]=[CH:22][CH:21]=3)(=[O:28])=[O:27])[CH2:33][CH2:34]2)[C:48]([C:49]#[N:50])=[CH:47][C:41]=1[C:42]([O:44][CH2:45][CH3:46])=[O:43])(=[O:11])[CH3:12]. The catalyst class is: 6. (3) Reactant: [NH2:1][C:2]1[C:3]2[C:10]([C:11]3[CH:16]=[CH:15][C:14]([CH3:17])=[CH:13][CH:12]=3)=[C:9]([CH:18]=[CH:19][C:20]#[N:21])[N:8]([CH2:22][CH2:23][CH2:24][OH:25])[C:4]=2[N:5]=[CH:6][N:7]=1.C(O)(C(F)(F)F)=O. Product: [NH2:1][C:2]1[C:3]2[C:10]([C:11]3[CH:12]=[CH:13][C:14]([CH3:17])=[CH:15][CH:16]=3)=[C:9](/[CH:18]=[CH:19]/[C:20]#[N:21])[N:8]([CH2:22][CH2:23][CH2:24][OH:25])[C:4]=2[N:5]=[CH:6][N:7]=1.[NH2:1][C:2]1[C:3]2[C:10]([C:11]3[CH:12]=[CH:13][C:14]([CH3:17])=[CH:15][CH:16]=3)=[C:9](/[CH:18]=[CH:19]\[C:20]#[N:21])[N:8]([CH2:22][CH2:23][CH2:24][OH:25])[C:4]=2[N:5]=[CH:6][N:7]=1. The catalyst class is: 2. (4) Reactant: [NH2:1][C@H:2]([C:4]1[CH:5]=[C:6]([NH:10][CH2:11][C:12]2[CH:13]=[N:14][CH:15]=[CH:16][CH:17]=2)[CH:7]=[CH:8][CH:9]=1)[CH3:3].[Cl:18][C:19]1[CH:20]=[C:21]([CH:27]=[CH:28][CH:29]=1)[CH:22]=[CH:23][C:24](O)=[O:25].C(N(CC)CC)C. Product: [Cl:18][C:19]1[CH:20]=[C:21]([CH:22]=[CH:23][C:24]([NH:1][C@H:2]([C:4]2[CH:9]=[CH:8][CH:7]=[C:6]([NH:10][CH2:11][C:12]3[CH:13]=[N:14][CH:15]=[CH:16][CH:17]=3)[CH:5]=2)[CH3:3])=[O:25])[CH:27]=[CH:28][CH:29]=1. The catalyst class is: 166. (5) Reactant: Br[C:2]1[CH:8]=[C:7]([O:9][CH2:10][CH3:11])[CH:6]=[CH:5][C:3]=1[NH2:4].C([Sn](CCCC)(CCCC)[C:17]1[O:18][CH:19]=[CH:20][N:21]=1)CCC. Product: [CH2:10]([O:9][C:7]1[CH:6]=[CH:5][C:3]([NH2:4])=[C:2]([C:17]2[O:18][CH:19]=[CH:20][N:21]=2)[CH:8]=1)[CH3:11]. The catalyst class is: 77.